Dataset: Peptide-MHC class II binding affinity with 134,281 pairs from IEDB. Task: Regression. Given a peptide amino acid sequence and an MHC pseudo amino acid sequence, predict their binding affinity value. This is MHC class II binding data. (1) The MHC is DRB1_1001 with pseudo-sequence DRB1_1001. The peptide sequence is VKIEYSGTNNKTMAV. The binding affinity (normalized) is 0.426. (2) The peptide sequence is ILTVSVAVSEGKPTE. The MHC is DRB1_0301 with pseudo-sequence DRB1_0301. The binding affinity (normalized) is 0.179. (3) The peptide sequence is RDGQLTIKAERTEQK. The MHC is DRB1_0404 with pseudo-sequence DRB1_0404. The binding affinity (normalized) is 0.179. (4) The peptide sequence is HTLSGQHSLPRCWLI. The MHC is DRB1_0101 with pseudo-sequence DRB1_0101. The binding affinity (normalized) is 0.560. (5) The peptide sequence is KLGEVSWEEEAEISG. The MHC is HLA-DQA10501-DQB10302 with pseudo-sequence HLA-DQA10501-DQB10302. The binding affinity (normalized) is 0.279. (6) The peptide sequence is NKAGVRIYVDIVLNH. The MHC is DRB4_0101 with pseudo-sequence DRB4_0103. The binding affinity (normalized) is 0.563.